From a dataset of Full USPTO retrosynthesis dataset with 1.9M reactions from patents (1976-2016). Predict the reactants needed to synthesize the given product. Given the product [CH3:1][N:2]1[CH2:7][CH2:6][N:5]([C:8]2[CH:13]=[CH:12][C:11]([NH:14][C:31]([C:29]3[O:30][C:26]([C:24]#[N:25])=[CH:27][CH:28]=3)=[O:32])=[C:10]([N:17]3[CH2:22][CH2:21][CH:20]([CH3:23])[CH2:19][CH2:18]3)[CH:9]=2)[CH2:4][CH2:3]1, predict the reactants needed to synthesize it. The reactants are: [CH3:1][N:2]1[CH2:7][CH2:6][N:5]([C:8]2[CH:13]=[CH:12][C:11]([N+:14]([O-])=O)=[C:10]([N:17]3[CH2:22][CH2:21][CH:20]([CH3:23])[CH2:19][CH2:18]3)[CH:9]=2)[CH2:4][CH2:3]1.[C:24]([C:26]1[O:30][C:29]([C:31](O)=[O:32])=[CH:28][CH:27]=1)#[N:25].C(Cl)(=O)C(Cl)=O.CCN(C(C)C)C(C)C.